From a dataset of CYP1A2 inhibition data for predicting drug metabolism from PubChem BioAssay. Regression/Classification. Given a drug SMILES string, predict its absorption, distribution, metabolism, or excretion properties. Task type varies by dataset: regression for continuous measurements (e.g., permeability, clearance, half-life) or binary classification for categorical outcomes (e.g., BBB penetration, CYP inhibition). Dataset: cyp1a2_veith. (1) The result is 0 (non-inhibitor). The compound is O=C1OC(=O)[C@H]2[C@H]3CC[C@H](O3)[C@H]12. (2) The drug is CCOc1ccc(N(C(=O)/C=C/C(=O)Nc2cc(C)on2)C(C(=O)NC2CCCC2)c2ccccc2C)cc1. The result is 0 (non-inhibitor).